This data is from Reaction yield outcomes from USPTO patents with 853,638 reactions. The task is: Predict the reaction yield, written as a fraction of the theoretical maximum amount of product (1.0 means a 100% yield; for example, 0.34 means a 34% yield). (1) The reactants are Br[C:2]1[CH:3]=[CH:4][C:5]2[O:14][CH2:13][CH2:12][C:11]3[N:7]([N:8]=[C:9]([C:15]4[N:16]([CH2:20][C:21]([F:24])([F:23])[F:22])[N:17]=[CH:18][N:19]=4)[CH:10]=3)[C:6]=2[CH:25]=1.[C:26]([O:30][C:31]([N:33]1[CH2:38][CH:37]=[C:36](B2OC(C)(C)C(C)(C)O2)[CH2:35][CH2:34]1)=[O:32])([CH3:29])([CH3:28])[CH3:27].C(=O)([O-])[O-].[K+].[K+]. The catalyst is C(OCC)(=O)C.C1C=CC(P(C2C=CC=CC=2)[C-]2C=CC=C2)=CC=1.C1C=CC(P(C2C=CC=CC=2)[C-]2C=CC=C2)=CC=1.Cl[Pd]Cl.[Fe+2].ClCCl. The product is [C:26]([O:30][C:31]([N:33]1[CH2:34][CH:35]=[C:36]([C:2]2[CH:3]=[CH:4][C:5]3[O:14][CH2:13][CH2:12][C:11]4[N:7]([N:8]=[C:9]([C:15]5[N:16]([CH2:20][C:21]([F:24])([F:22])[F:23])[N:17]=[CH:18][N:19]=5)[CH:10]=4)[C:6]=3[CH:25]=2)[CH2:37][CH2:38]1)=[O:32])([CH3:29])([CH3:27])[CH3:28]. The yield is 0.900. (2) The reactants are [NH2:1][C:2]1[C:11]([C:12]([O:14]N2C3C=C(Cl)C=CC=3N=N2)=O)=[C:5]2[N:6]=[CH:7][C:8]([F:10])=[CH:9][N:4]2[N:3]=1.[NH2:25][C:26]1[CH:27]=[N:28][CH:29]=[C:30]([F:45])[C:31]=1[N:32]1[CH2:37][CH2:36][CH:35]([C:38]([O:40][C:41]([CH3:44])([CH3:43])[CH3:42])=[O:39])[CH2:34][CH2:33]1. The catalyst is N1C=CC=CC=1. The product is [NH2:1][C:2]1[C:11]([C:12]([NH:25][C:26]2[CH:27]=[N:28][CH:29]=[C:30]([F:45])[C:31]=2[N:32]2[CH2:37][CH2:36][CH:35]([C:38]([O:40][C:41]([CH3:43])([CH3:42])[CH3:44])=[O:39])[CH2:34][CH2:33]2)=[O:14])=[C:5]2[N:6]=[CH:7][C:8]([F:10])=[CH:9][N:4]2[N:3]=1. The yield is 0.560. (3) The reactants are [F:1][C:2]1[CH:7]=[CH:6][C:5]([C:8]2[O:12][N:11]=[C:10]([C:13]([N:15]3[CH2:20][C@H:19]([C:21]4[CH:26]=[CH:25][CH:24]=[CH:23][CH:22]=4)[NH:18][C:17](=[O:27])[C@@H:16]3[CH2:28][CH:29]([CH3:31])[CH3:30])=[O:14])[CH:9]=2)=[CH:4][CH:3]=1.[H-].[Na+].I[CH3:35]. The catalyst is CN(C=O)C. The product is [F:1][C:2]1[CH:7]=[CH:6][C:5]([C:8]2[O:12][N:11]=[C:10]([C:13]([N:15]3[CH2:20][C@H:19]([C:21]4[CH:26]=[CH:25][CH:24]=[CH:23][CH:22]=4)[N:18]([CH3:35])[C:17](=[O:27])[C@@H:16]3[CH2:28][CH:29]([CH3:31])[CH3:30])=[O:14])[CH:9]=2)=[CH:4][CH:3]=1. The yield is 1.00. (4) The reactants are Cl[C:2]1[N:7]=[C:6]([NH:8][C:9]2[CH:18]=[CH:17][CH:16]=[CH:15][C:10]=2[C:11]([NH:13][CH3:14])=[O:12])[C:5]([Cl:19])=[CH:4][N:3]=1.[NH2:20][C:21]1[C:34]([O:35][CH3:36])=[CH:33][C:24]2[N:25]([CH2:31][CH3:32])[C:26](=[O:30])[CH2:27][CH2:28][CH2:29][C:23]=2[CH:22]=1.Cl.COCCO.C(=O)([O-])[O-]. The catalyst is O1CCOCC1.CCOC(C)=O. The product is [Cl:19][C:5]1[C:6]([NH:8][C:9]2[CH:18]=[CH:17][CH:16]=[CH:15][C:10]=2[C:11]([NH:13][CH3:14])=[O:12])=[N:7][C:2]([NH:20][C:21]2[C:34]([O:35][CH3:36])=[CH:33][C:24]3[N:25]([CH2:31][CH3:32])[C:26](=[O:30])[CH2:27][CH2:28][CH2:29][C:23]=3[CH:22]=2)=[N:3][CH:4]=1. The yield is 0.200. (5) The reactants are [C:1]([OH:10])(=[O:9])[CH:2]([CH2:6][CH2:7][CH3:8])[CH2:3][CH2:4][CH3:5].[OH-].[Na+:12]. The catalyst is O. The product is [CH3:5][CH2:4][CH2:3][CH:2]([C:1]([OH:10])=[O:9])[CH2:6][CH2:7][CH3:8].[CH3:5][CH2:4][CH2:3][CH:2]([C:1]([O-:10])=[O:9])[CH2:6][CH2:7][CH3:8].[Na+:12]. The yield is 1.00.